This data is from Reaction yield outcomes from USPTO patents with 853,638 reactions. The task is: Predict the reaction yield, written as a fraction of the theoretical maximum amount of product (1.0 means a 100% yield; for example, 0.34 means a 34% yield). (1) The reactants are [NH2:1][CH:2]([C:17]1[CH:22]=[CH:21][CH:20]=[CH:19][CH:18]=1)[C:3]([N:14]([CH3:16])[CH3:15])([CH2:5][O:6][Si:7]([C:10]([CH3:13])([CH3:12])[CH3:11])([CH3:9])[CH3:8])[CH3:4].[CH3:23][C:24]1[C:32]([CH3:33])=[CH:31][CH:30]=[CH:29][C:25]=1[C:26](O)=[O:27].C1(N=C=NC2CCCCC2)CCCCC1.ON1C2C=CC=CC=2N=N1. The catalyst is C(Cl)Cl. The product is [CH3:16][N:14]([CH3:15])[C:3]([CH3:4])([CH2:5][O:6][Si:7]([C:10]([CH3:11])([CH3:12])[CH3:13])([CH3:8])[CH3:9])[CH:2]([NH:1][C:26](=[O:27])[C:25]1[CH:29]=[CH:30][CH:31]=[C:32]([CH3:33])[C:24]=1[CH3:23])[C:17]1[CH:22]=[CH:21][CH:20]=[CH:19][CH:18]=1. The yield is 0.300. (2) The reactants are Cl[C:2]1[CH:7]=[C:6]([O:8][CH3:9])[N:5]=[C:4]([N:10](C)C)[N:3]=1.[CH3:13][N:14](C=O)C. The catalyst is CCOCC.[NH4+].[OH-].[C-]#N.[C-]#N.[Zn+2].C1C=CC([P]([Pd]([P](C2C=CC=CC=2)(C2C=CC=CC=2)C2C=CC=CC=2)([P](C2C=CC=CC=2)(C2C=CC=CC=2)C2C=CC=CC=2)[P](C2C=CC=CC=2)(C2C=CC=CC=2)C2C=CC=CC=2)(C2C=CC=CC=2)C2C=CC=CC=2)=CC=1. The product is [NH2:10][C:4]1[N:3]=[C:2]([C:13]#[N:14])[CH:7]=[C:6]([O:8][CH3:9])[N:5]=1. The yield is 0.650.